The task is: Predict the reactants needed to synthesize the given product.. This data is from Full USPTO retrosynthesis dataset with 1.9M reactions from patents (1976-2016). (1) Given the product [CH3:50][C:44]1([CH3:49])[NH:43][C:2](=[O:4])[N:41]([C:38]2[CH:39]=[N:40][C:35]([O:34][C:26]3[C:27]4[C:31]5([CH2:30][O:29][C:28]=4[C:23]([CH3:22])=[CH:24][CH:25]=3)[CH2:33][CH2:32]5)=[CH:36][CH:37]=2)[C:45]1=[O:46], predict the reactants needed to synthesize it. The reactants are: Cl[C:2](Cl)([O:4]C(=O)OC(Cl)(Cl)Cl)Cl.CCN(C(C)C)C(C)C.[CH3:22][C:23]1[C:28]2[O:29][CH2:30][C:31]3([CH2:33][CH2:32]3)[C:27]=2[C:26]([O:34][C:35]2[N:40]=[CH:39][C:38]([NH2:41])=[CH:37][CH:36]=2)=[CH:25][CH:24]=1.Cl.[NH2:43][C:44]([CH3:50])([CH3:49])[C:45](OC)=[O:46]. (2) The reactants are: Cl[C:2]1[C:3]2[S:23](=[O:24])[CH2:22][CH2:21][C:4]=2[N:5]=[C:6]([N:8]2[CH2:13][CH2:12][N:11]([C:14]3[CH:19]=[CH:18][C:17]([Cl:20])=[CH:16][CH:15]=3)[CH2:10][CH2:9]2)[N:7]=1.[Cl:25][C:26]1[CH:27]=[CH:28][C:29]2[N:33]=[C:32]([C@@H:34]([NH2:38])[CH2:35][O:36][CH3:37])[NH:31][C:30]=2[CH:39]=1.C(N(C(C)C)CC)(C)C.O. Given the product [Cl:25][C:26]1[CH:27]=[CH:28][C:29]2[N:33]=[C:32]([C@@H:34]([NH:38][C:2]3[C:3]4[S:23](=[O:24])[CH2:22][CH2:21][C:4]=4[N:5]=[C:6]([N:8]4[CH2:9][CH2:10][N:11]([C:14]5[CH:19]=[CH:18][C:17]([Cl:20])=[CH:16][CH:15]=5)[CH2:12][CH2:13]4)[N:7]=3)[CH2:35][O:36][CH3:37])[NH:31][C:30]=2[CH:39]=1, predict the reactants needed to synthesize it. (3) The reactants are: [OH-:1].[Na+].[CH2:3]([NH:7][C:8](=[O:18])[C:9]1[CH:14]=[CH:13]C(C#N)=[CH:11][C:10]=1[CH3:17])[CH2:4][CH2:5][CH3:6].[CH2:19]([OH:21])[CH3:20]. Given the product [CH2:3]([NH:7][C:8](=[O:18])[C:9]1[CH:14]=[CH:13][C:20]([C:19]([OH:1])=[O:21])=[CH:11][C:10]=1[CH3:17])[CH2:4][CH2:5][CH3:6], predict the reactants needed to synthesize it. (4) Given the product [F:46][C:47]1[CH:48]=[C:49]([CH:93]=[CH:94][CH:95]=1)[CH2:50][N:51]1[CH:55]=[C:54]([C:56]2[C:64]3[C:59](=[N:60][CH:61]=[C:62]([C:65]4[CH:70]=[CH:69][C:68]([N:71]5[CH2:76][CH2:75][N:74]([CH2:77][C@@H:78]([OH:80])[CH3:79])[CH2:73][CH2:72]5)=[C:67]([O:81][CH3:82])[CH:66]=4)[CH:63]=3)[NH:58][CH:57]=2)[CH:53]=[N:52]1, predict the reactants needed to synthesize it. The reactants are: Cl.FC1C=C(C=CC=1)CN1C=C(C2C3C(=NC=C(C4C=CC(C5CCNCC5)=CC=4)C=3)N(S(C3C=CC(C)=CC=3)(=O)=O)C=2)C=N1.[F:46][C:47]1[CH:48]=[C:49]([CH:93]=[CH:94][CH:95]=1)[CH2:50][N:51]1[CH:55]=[C:54]([C:56]2[C:64]3[C:59](=[N:60][CH:61]=[C:62]([C:65]4[CH:70]=[CH:69][C:68]([N:71]5[CH2:76][CH2:75][N:74]([CH2:77][C@@H:78]([OH:80])[CH3:79])[CH2:73][CH2:72]5)=[C:67]([O:81][CH3:82])[CH:66]=4)[CH:63]=3)[N:58](S(C3C=CC(C)=CC=3)(=O)=O)[CH:57]=2)[CH:53]=[N:52]1.[OH-].[Li+]. (5) Given the product [C:1]([C:3]1[C@@H:8]([C:9]2[CH:14]=[CH:13][C:12]([C:15]#[N:16])=[CH:11][CH:10]=2)[N:7]2[N:17]=[C:18]([NH:20][CH2:21][C:22]([OH:24])=[O:23])[N:19]=[C:6]2[N:5]([C:29]2[CH:34]=[CH:33][CH:32]=[C:31]([C:35]([F:37])([F:38])[F:36])[CH:30]=2)[C:4]=1[CH3:39])#[N:2], predict the reactants needed to synthesize it. The reactants are: [C:1]([C:3]1[C@@H:8]([C:9]2[CH:14]=[CH:13][C:12]([C:15]#[N:16])=[CH:11][CH:10]=2)[N:7]2[N:17]=[C:18]([NH:20][CH2:21][C:22]([O:24]C(C)(C)C)=[O:23])[N:19]=[C:6]2[N:5]([C:29]2[CH:34]=[CH:33][CH:32]=[C:31]([C:35]([F:38])([F:37])[F:36])[CH:30]=2)[C:4]=1[CH3:39])#[N:2].FC(F)(F)C(O)=O. (6) The reactants are: S(=O)(=O)(O)O.CO[CH:8](OC)[C:9]([NH:11][CH:12]([C:14]1[CH:19]=[CH:18][CH:17]=[CH:16][CH:15]=1)[CH3:13])=[O:10]. Given the product [CH3:13][C:12]1[C:14]2[C:19](=[CH:18][CH:17]=[CH:16][CH:15]=2)[CH:8]=[C:9]([OH:10])[N:11]=1, predict the reactants needed to synthesize it. (7) Given the product [CH3:7][C:6]([NH2:9])([C:2]1[O:1][CH:5]=[N:4][N:3]=1)[CH3:8], predict the reactants needed to synthesize it. The reactants are: [O:1]1[CH:5]=[N:4][N:3]=[C:2]1[C:6]([NH:9]C(=O)OCC1C=CC=CC=1)([CH3:8])[CH3:7].[H][H].C1C=CC(P(C2C=CC=CC=2)C2C=CC=CC=2)=CC=1.